This data is from NCI-60 drug combinations with 297,098 pairs across 59 cell lines. The task is: Regression. Given two drug SMILES strings and cell line genomic features, predict the synergy score measuring deviation from expected non-interaction effect. Drug 1: CCN(CC)CCCC(C)NC1=C2C=C(C=CC2=NC3=C1C=CC(=C3)Cl)OC. Drug 2: CC1C(C(CC(O1)OC2CC(CC3=C2C(=C4C(=C3O)C(=O)C5=CC=CC=C5C4=O)O)(C(=O)C)O)N)O. Cell line: BT-549. Synergy scores: CSS=32.3, Synergy_ZIP=-1.96, Synergy_Bliss=-5.78, Synergy_Loewe=-14.8, Synergy_HSA=-3.68.